From a dataset of Full USPTO retrosynthesis dataset with 1.9M reactions from patents (1976-2016). Predict the reactants needed to synthesize the given product. (1) Given the product [Cl:15][C:13]1[CH:12]=[CH:11][C:10]([NH:16][S:17]([C:20]([F:23])([F:22])[F:21])(=[O:19])=[O:18])=[C:9]([C:1](=[N:31][O:30][CH2:29][C:28]2[CH:32]=[CH:33][C:34]([Cl:35])=[C:26]([Cl:25])[CH:27]=2)[C:2]2[CH:7]=[CH:6][CH:5]=[CH:4][CH:3]=2)[CH:14]=1, predict the reactants needed to synthesize it. The reactants are: [C:1]([C:9]1[CH:14]=[C:13]([Cl:15])[CH:12]=[CH:11][C:10]=1[NH:16][S:17]([C:20]([F:23])([F:22])[F:21])(=[O:19])=[O:18])(=O)[C:2]1[CH:7]=[CH:6][CH:5]=[CH:4][CH:3]=1.Cl.[Cl:25][C:26]1[CH:27]=[C:28]([CH:32]=[CH:33][C:34]=1[Cl:35])[CH2:29][O:30][NH2:31].CC([O-])=O.[Na+]. (2) Given the product [F:4][C:5]1[CH:10]=[CH:9][CH:8]=[CH:7][C:6]=1[N:11]1[C:15]([C:16]2[N:17]=[CH:18][N:19]([C:21]3[CH:30]=[CH:29][C:24]([C:25]([OH:27])=[O:26])=[CH:23][N:22]=3)[CH:20]=2)=[C:14]([CH3:31])[N:13]=[N:12]1, predict the reactants needed to synthesize it. The reactants are: O.[OH-].[Li+].[F:4][C:5]1[CH:10]=[CH:9][CH:8]=[CH:7][C:6]=1[N:11]1[C:15]([C:16]2[N:17]=[CH:18][N:19]([C:21]3[CH:30]=[CH:29][C:24]([C:25]([O:27]C)=[O:26])=[CH:23][N:22]=3)[CH:20]=2)=[C:14]([CH3:31])[N:13]=[N:12]1. (3) Given the product [NH:15]1[C:16]2[C:21](=[CH:20][CH:19]=[CH:18][CH:17]=2)[C:13]([CH2:12][CH2:11][N:10]2[CH:4]([C:3]3[CH:6]=[CH:7][CH:8]=[CH:9][C:2]=3[F:1])[C:25]([C:23](=[O:24])[CH3:22])=[C:26]([OH:27])[C:28]2=[O:29])=[CH:14]1, predict the reactants needed to synthesize it. The reactants are: [F:1][C:2]1[CH:9]=[CH:8][CH:7]=[CH:6][C:3]=1[CH:4]=O.[NH2:10][CH2:11][CH2:12][C:13]1[C:21]2[C:16](=[CH:17][CH:18]=[CH:19][CH:20]=2)[NH:15][CH:14]=1.[CH3:22][C:23]([CH2:25][C:26]([C:28](OC)=[O:29])=[O:27])=[O:24]. (4) Given the product [N:1]1([C:8]2[CH:15]=[CH:14][C:13]([Br:16])=[CH:12][C:9]=2/[CH:10]=[C:18](\[CH3:19])/[C:17]([O:21][CH3:22])=[O:20])[CH2:7][CH2:6][CH2:5][CH2:4][CH2:3][CH2:2]1, predict the reactants needed to synthesize it. The reactants are: [N:1]1([C:8]2[CH:15]=[CH:14][C:13]([Br:16])=[CH:12][C:9]=2[CH:10]=O)[CH2:7][CH2:6][CH2:5][CH2:4][CH2:3][CH2:2]1.[C:17]([O:21][CH3:22])(=[O:20])[CH2:18][CH3:19].C[O-].[Na+]. (5) Given the product [O:8]1[C:7]2[CH:9]=[CH:10][CH:11]=[CH:12][C:6]=2[O:5][CH2:4][CH:3]1[CH2:2][N:22]1[CH2:23][CH2:24][CH2:25][CH:20]([C:16]2[CH:17]=[CH:18][CH:19]=[C:14]([F:13])[CH:15]=2)[CH2:21]1, predict the reactants needed to synthesize it. The reactants are: Br[CH2:2][CH:3]1[O:8][C:7]2[CH:9]=[CH:10][CH:11]=[CH:12][C:6]=2[O:5][CH2:4]1.[F:13][C:14]1[CH:15]=[C:16]([CH:20]2[CH2:25][CH2:24][CH2:23][NH:22][CH2:21]2)[CH:17]=[CH:18][CH:19]=1.C(N(CC)CC)C. (6) Given the product [NH2:49][C:46]1[N:47]=[CH:48][C:43]([C:2]2[N:11]=[C:10]([N:12]3[CH2:17][CH2:16][O:15][CH2:14][CH2:13]3)[C:9]3[C:4](=[C:5]([O:33][CH3:34])[CH:6]=[C:7]([C:18]4[C:19]([F:32])=[C:20]([NH:25][S:26]([CH2:29][CH2:30][CH3:31])(=[O:28])=[O:27])[CH:21]=[CH:22][C:23]=4[F:24])[CH:8]=3)[N:3]=2)=[CH:44][N:45]=1, predict the reactants needed to synthesize it. The reactants are: Cl[C:2]1[N:11]=[C:10]([N:12]2[CH2:17][CH2:16][O:15][CH2:14][CH2:13]2)[C:9]2[C:4](=[C:5]([O:33][CH3:34])[CH:6]=[C:7]([C:18]3[C:19]([F:32])=[C:20]([NH:25][S:26]([CH2:29][CH2:30][CH3:31])(=[O:28])=[O:27])[CH:21]=[CH:22][C:23]=3[F:24])[CH:8]=2)[N:3]=1.CC1(C)C(C)(C)OB([C:43]2[CH:44]=[N:45][C:46]([NH2:49])=[N:47][CH:48]=2)O1.C(=O)([O-])[O-].[Na+].[Na+].CN(C)C=O. (7) Given the product [Br:1][C:2]1[CH:10]=[C:9]2[C:5]([C:6]([CH3:13])([CH3:12])[C:7](=[O:11])[N:8]2[CH:15]([CH3:17])[CH3:16])=[CH:4][CH:3]=1, predict the reactants needed to synthesize it. The reactants are: [Br:1][C:2]1[CH:10]=[C:9]2[C:5]([C:6]([CH3:13])([CH3:12])[C:7](=[O:11])[NH:8]2)=[CH:4][CH:3]=1.Br[CH:15]([CH3:17])[CH3:16].C(=O)([O-])[O-].[Cs+].[Cs+].Cl. (8) Given the product [CH2:9]=[CH:10][C:11](=[CH2:12])[CH3:16].[CH2:9]=[CH:10][C:11]1[CH:16]=[CH:15][CH:14]=[CH:13][CH:12]=1, predict the reactants needed to synthesize it. The reactants are: CN(CCN(C)C)C.[CH2:9]=[CH:10][C:11]1[CH:16]=[CH:15][CH:14]=[CH:13][CH:12]=1.C([Li])CCC.C=CC(=C)C.Cl[Si](Cl)(Cl)Cl. (9) The reactants are: FC(F)(F)C(O)=O.C(OC(=O)[NH:14][C:15]1[CH:20]=[CH:19][CH:18]=[CH:17][C:16]=1[C:21]([N:23]1[CH2:28][CH2:27][N:26]([C:29](=[O:46])[CH2:30][NH:31][C:32]([C:34]2[CH:39]=[CH:38][C:37]([C:40]3[CH:45]=[CH:44][CH:43]=[CH:42][CH:41]=3)=[CH:36][CH:35]=2)=[O:33])[CH2:25][CH2:24]1)=[O:22])(C)(C)C. Given the product [NH2:14][C:15]1[CH:20]=[CH:19][CH:18]=[CH:17][C:16]=1[C:21]([N:23]1[CH2:28][CH2:27][N:26]([C:29](=[O:46])[CH2:30][NH:31][C:32]([C:34]2[CH:39]=[CH:38][C:37]([C:40]3[CH:41]=[CH:42][CH:43]=[CH:44][CH:45]=3)=[CH:36][CH:35]=2)=[O:33])[CH2:25][CH2:24]1)=[O:22], predict the reactants needed to synthesize it.